From a dataset of Full USPTO retrosynthesis dataset with 1.9M reactions from patents (1976-2016). Predict the reactants needed to synthesize the given product. Given the product [CH:42]([N:6]1[CH2:7][C:2]([CH3:35])([CH3:1])[C:3]2[N:10]=[C:9]([C:11]3[C:12]([CH3:34])=[CH:13][C:14]([CH3:33])=[C:15]([CH:32]=3)[C:16]([N:18]3[CH2:19][CH2:20][CH:21]([C:24]4[CH:25]=[CH:26][C:27]([C:28]#[N:29])=[CH:30][CH:31]=4)[CH2:22][CH2:23]3)=[O:17])[NH:8][C:4]=2[CH2:5]1)([CH3:44])[CH3:41], predict the reactants needed to synthesize it. The reactants are: [CH3:1][C:2]1([CH3:35])[CH2:7][NH:6][CH2:5][C:4]2[NH:8][C:9]([C:11]3[C:12]([CH3:34])=[CH:13][C:14]([CH3:33])=[C:15]([CH:32]=3)[C:16]([N:18]3[CH2:23][CH2:22][CH:21]([C:24]4[CH:31]=[CH:30][C:27]([C:28]#[N:29])=[CH:26][CH:25]=4)[CH2:20][CH2:19]3)=[O:17])=[N:10][C:3]1=2.C(O)(=O)C.[Na].[CH3:41][C:42]([CH3:44])=O.